Predict the reactants needed to synthesize the given product. From a dataset of Full USPTO retrosynthesis dataset with 1.9M reactions from patents (1976-2016). Given the product [CH2:7]([NH:9][C:10]1[CH:11]=[CH:12][C:13]([CH2:16][CH2:17][CH:18]([CH2:23][CH2:24][CH2:25][C:26]2[CH:27]=[CH:28][CH:29]=[CH:30][CH:31]=2)[C:19]([O:21][CH3:22])=[O:20])=[CH:14][CH:15]=1)[C:1]1[CH:6]=[CH:5][CH:4]=[CH:3][CH:2]=1, predict the reactants needed to synthesize it. The reactants are: [C:1]1([CH:7]=O)[CH:6]=[CH:5][CH:4]=[CH:3][CH:2]=1.[NH2:9][C:10]1[CH:15]=[CH:14][C:13]([CH2:16][CH2:17][CH:18]([CH2:23][CH2:24][CH2:25][C:26]2[CH:31]=[CH:30][CH:29]=[CH:28][CH:27]=2)[C:19]([O:21][CH3:22])=[O:20])=[CH:12][CH:11]=1.[BH-](OC(C)=O)(OC(C)=O)OC(C)=O.[Na+].O.